The task is: Binary Classification. Given a T-cell receptor sequence (or CDR3 region) and an epitope sequence, predict whether binding occurs between them.. This data is from TCR-epitope binding with 47,182 pairs between 192 epitopes and 23,139 TCRs. The epitope is VLWAHGFEL. The TCR CDR3 sequence is CSARLGIEQFF. Result: 1 (the TCR binds to the epitope).